This data is from Catalyst prediction with 721,799 reactions and 888 catalyst types from USPTO. The task is: Predict which catalyst facilitates the given reaction. (1) Reactant: C(NC(C)C)(C)C.C([Li])CCC.[Cl:13][C:14]1[CH:19]=[N:18][CH:17]=[C:16]([Cl:20])[N:15]=1.[CH2:21]([O:28][C@@H:29]1[C@@H:35]([O:36][CH2:37][C:38]2[CH:43]=[CH:42][CH:41]=[CH:40][CH:39]=2)[C@H:34]([O:44][CH2:45][C:46]2[CH:51]=[CH:50][CH:49]=[CH:48][CH:47]=2)[C@@H:33]([CH2:52][O:53][CH2:54][C:55]2[CH:60]=[CH:59][CH:58]=[CH:57][CH:56]=2)[O:32][C:30]1=[O:31])[C:22]1[CH:27]=[CH:26][CH:25]=[CH:24][CH:23]=1. Product: [CH2:21]([O:28][C@@H:29]1[C@@H:35]([O:36][CH2:37][C:38]2[CH:43]=[CH:42][CH:41]=[CH:40][CH:39]=2)[C@H:34]([O:44][CH2:45][C:46]2[CH:47]=[CH:48][CH:49]=[CH:50][CH:51]=2)[C@@H:33]([CH2:52][O:53][CH2:54][C:55]2[CH:56]=[CH:57][CH:58]=[CH:59][CH:60]=2)[O:32][C:30]1([C:17]1[C:16]([Cl:20])=[N:15][C:14]([Cl:13])=[CH:19][N:18]=1)[OH:31])[C:22]1[CH:23]=[CH:24][CH:25]=[CH:26][CH:27]=1. The catalyst class is: 188. (2) Reactant: O.[CH3:2][O:3][C:4]1[CH:9]=[CH:8][C:7]([N:10]2[CH2:14][CH:13]=[CH:12][C:11]2=[O:15])=[CH:6][CH:5]=1.[O:16]=[C:17]([NH:32][C@@H:33]1[CH2:37][CH2:36][NH:35][CH2:34]1)[CH2:18][NH:19][C:20](=[O:31])[C:21]1[CH:26]=[CH:25][CH:24]=[C:23]([C:27]([F:30])([F:29])[F:28])[CH:22]=1.[NH4+].[OH-]. Product: [CH3:2][O:3][C:4]1[CH:5]=[CH:6][C:7]([N:10]2[C:11](=[O:15])[CH2:12][CH:13]([N:35]3[CH2:36][CH2:37][C@@H:33]([NH:32][C:17](=[O:16])[CH2:18][NH:19][C:20](=[O:31])[C:21]4[CH:26]=[CH:25][CH:24]=[C:23]([C:27]([F:28])([F:30])[F:29])[CH:22]=4)[CH2:34]3)[CH2:14]2)=[CH:8][CH:9]=1. The catalyst class is: 513.